Dataset: Buchwald-Hartwig C-N cross coupling reaction yields with 55,370 reactions. Task: Predict the reaction yield, written as a fraction of the theoretical maximum amount of product (1.0 means a 100% yield; for example, 0.34 means a 34% yield). (1) The reactants are COc1ccc(Br)cc1.Cc1ccc(N)cc1.O=S(=O)(O[Pd]1c2ccccc2-c2ccccc2N~1)C(F)(F)F.COc1ccc(OC)c(P([C@]23C[C@H]4C[C@H](C[C@H](C4)C2)C3)[C@]23C[C@H]4C[C@H](C[C@H](C4)C2)C3)c1-c1c(C(C)C)cc(C(C)C)cc1C(C)C.CN1CCCN2CCCN=C12.c1ccc2oncc2c1. No catalyst specified. The product is COc1ccc(Nc2ccc(C)cc2)cc1. The yield is 0.327. (2) The reactants are FC(F)(F)c1ccc(Br)cc1.Cc1ccc(N)cc1.O=S(=O)(O[Pd]1c2ccccc2-c2ccccc2N~1)C(F)(F)F.CC(C)c1cc(C(C)C)c(-c2ccccc2P(C(C)(C)C)C(C)(C)C)c(C(C)C)c1.CN(C)C(=NC(C)(C)C)N(C)C.CCOC(=O)c1cc(C)no1. No catalyst specified. The product is Cc1ccc(Nc2ccc(C(F)(F)F)cc2)cc1. The yield is 0.467. (3) The reactants are COc1ccc(I)cc1.Cc1ccc(N)cc1.O=S(=O)(O[Pd]1c2ccccc2-c2ccccc2N~1)C(F)(F)F.CC(C)c1cc(C(C)C)c(-c2ccccc2P(C2CCCCC2)C2CCCCC2)c(C(C)C)c1.CN(C)C(=NC(C)(C)C)N(C)C.c1ccc(CN(Cc2ccccc2)c2ccno2)cc1. No catalyst specified. The product is COc1ccc(Nc2ccc(C)cc2)cc1. The yield is 0.0162. (4) The reactants are Brc1ccccn1.Cc1ccc(N)cc1.O=S(=O)(O[Pd]1c2ccccc2-c2ccccc2N~1)C(F)(F)F.CC(C)c1cc(C(C)C)c(-c2ccccc2P(C2CCCCC2)C2CCCCC2)c(C(C)C)c1.CN(C)C(=NC(C)(C)C)N(C)C.c1ccc(CN(Cc2ccccc2)c2ccon2)cc1. No catalyst specified. The product is Cc1ccc(Nc2ccccn2)cc1. The yield is 0.403. (5) The reactants are CCc1ccc(Br)cc1.Cc1ccc(N)cc1.O=S(=O)(O[Pd]1c2ccccc2-c2ccccc2N~1)C(F)(F)F.CC(C)c1cc(C(C)C)c(-c2ccccc2P(C(C)(C)C)C(C)(C)C)c(C(C)C)c1.CN(C)C(=NC(C)(C)C)N(C)C.c1ccc(CN(Cc2ccccc2)c2ccno2)cc1. No catalyst specified. The product is CCc1ccc(Nc2ccc(C)cc2)cc1. The yield is 0.227. (6) No catalyst specified. The yield is 0.813. The product is Cc1ccc(Nc2cccnc2)cc1. The reactants are Ic1cccnc1.Cc1ccc(N)cc1.O=S(=O)(O[Pd]1c2ccccc2-c2ccccc2N~1)C(F)(F)F.CC(C)c1cc(C(C)C)c(-c2ccccc2P(C(C)(C)C)C(C)(C)C)c(C(C)C)c1.CN1CCCN2CCCN=C12.Cc1cc(-n2cccc2)no1.